This data is from Peptide-MHC class I binding affinity with 185,985 pairs from IEDB/IMGT. The task is: Regression. Given a peptide amino acid sequence and an MHC pseudo amino acid sequence, predict their binding affinity value. This is MHC class I binding data. (1) The peptide sequence is HVTQHWPQL. The MHC is HLA-B18:01 with pseudo-sequence HLA-B18:01. The binding affinity (normalized) is 0.0847. (2) The peptide sequence is GEYAPFARL. The MHC is HLA-A68:02 with pseudo-sequence HLA-A68:02. The binding affinity (normalized) is 0.0847. (3) The MHC is HLA-B40:02 with pseudo-sequence HLA-B40:02. The peptide sequence is ALVEICTEM. The binding affinity (normalized) is 0. (4) The peptide sequence is GLLLLCVGV. The MHC is HLA-A02:06 with pseudo-sequence HLA-A02:06. The binding affinity (normalized) is 0.372. (5) The peptide sequence is TRIIGPVEL. The MHC is HLA-B15:09 with pseudo-sequence HLA-B15:09. The binding affinity (normalized) is 0.437. (6) The peptide sequence is VILAGPMPV. The MHC is HLA-A02:17 with pseudo-sequence HLA-A02:17. The binding affinity (normalized) is 0.333.